This data is from Full USPTO retrosynthesis dataset with 1.9M reactions from patents (1976-2016). The task is: Predict the reactants needed to synthesize the given product. (1) Given the product [Cl:1][C:2]1[N:7]=[N:6][C:5]([C:8]([NH2:22])=[O:9])=[C:4]([NH:12][C:13]2[CH:18]=[CH:17][CH:16]=[C:15]([CH:19]([CH3:21])[CH3:20])[N:14]=2)[CH:3]=1, predict the reactants needed to synthesize it. The reactants are: [Cl:1][C:2]1[N:7]=[N:6][C:5]([C:8](OC)=[O:9])=[C:4]([NH:12][C:13]2[CH:18]=[CH:17][CH:16]=[C:15]([CH:19]([CH3:21])[CH3:20])[N:14]=2)[CH:3]=1.[NH3:22]. (2) Given the product [ClH:31].[F:29][C:2]([F:1])([F:30])[C:3]1[CH:4]=[C:5]([C:9]2[CH2:13][CH:12]([C:14]([N:16]3[CH2:20][CH2:19][C@H:18]([NH2:21])[CH2:17]3)=[O:15])[O:11][N:10]=2)[CH:6]=[CH:7][CH:8]=1, predict the reactants needed to synthesize it. The reactants are: [F:1][C:2]([F:30])([F:29])[C:3]1[CH:4]=[C:5]([C:9]2[CH2:13][CH:12]([C:14]([N:16]3[CH2:20][CH2:19][C@H:18]([NH:21]C(=O)OC(C)(C)C)[CH2:17]3)=[O:15])[O:11][N:10]=2)[CH:6]=[CH:7][CH:8]=1.[ClH:31]. (3) Given the product [C:11]([N:18]1[CH2:24][CH2:23][CH2:22][C@H:19]1[CH:20]=[O:21])([O:13][C:14]([CH3:17])([CH3:16])[CH3:15])=[O:12], predict the reactants needed to synthesize it. The reactants are: CS(C)=O.C(Cl)(=O)C(Cl)=O.[C:11]([N:18]1[CH2:24][CH2:23][CH2:22][C@H:19]1[CH2:20][OH:21])([O:13][C:14]([CH3:17])([CH3:16])[CH3:15])=[O:12].C(N(CC)CC)C. (4) Given the product [CH3:1][O:2][C:3](=[O:16])[CH2:4][C:5]1[C:13]2[C:8](=[N:9][CH:10]=[CH:11][CH:12]=2)[N:7]([CH2:41][C:40]2[CH:39]=[CH:38][C:37]([C:36]([F:35])([F:45])[F:46])=[CH:44][CH:43]=2)[C:6]=1[CH2:14][CH3:15], predict the reactants needed to synthesize it. The reactants are: [CH3:1][O:2][C:3](=[O:16])[CH2:4][C:5]1[C:13]2[C:8](=[N:9][CH:10]=[CH:11][CH:12]=2)[NH:7][C:6]=1[CH2:14][CH3:15].CCN(P1(N(C)CCCN1C)=NC(C)(C)C)CC.[F:35][C:36]([F:46])([F:45])[C:37]1[CH:44]=[CH:43][C:40]([CH2:41]Br)=[CH:39][CH:38]=1.O. (5) Given the product [OH:24][C@H:21]1[CH2:22][CH2:23][C@H:18]([NH:17][C:14]2[CH:15]=[CH:16][C:11]3[N:12]([C:8]([C:6]4[CH:5]=[CH:4][N:3]=[C:2]([C:25]([O:28][CH3:31])=[O:26])[CH:7]=4)=[CH:9][N:10]=3)[N:13]=2)[CH2:19][CH2:20]1, predict the reactants needed to synthesize it. The reactants are: Cl[C:2]1[CH:7]=[C:6]([C:8]2[N:12]3[N:13]=[C:14]([NH:17][C@H:18]4[CH2:23][CH2:22][C@H:21]([OH:24])[CH2:20][CH2:19]4)[CH:15]=[CH:16][C:11]3=[N:10][CH:9]=2)[CH:5]=[CH:4][N:3]=1.[C:25]([O-:28])(O)=[O:26].[Na+].O.[CH3:31]O.